From a dataset of Catalyst prediction with 721,799 reactions and 888 catalyst types from USPTO. Predict which catalyst facilitates the given reaction. (1) Reactant: [CH2:1]([C:3]1([NH:27]C(=O)OC(C)(C)C)[CH2:8][CH2:7][CH:6]([O:9][C:10]2[C:21]3[C:20]4[C@@H:19]([CH2:22][C@H:23]([OH:26])[CH:24]=[CH2:25])[CH2:18][CH2:17][C:16]=4[S:15][C:14]=3[N:13]=[CH:12][N:11]=2)[CH2:5][CH2:4]1)[CH3:2].Cl. Product: [NH2:27][C:3]1([CH2:1][CH3:2])[CH2:8][CH2:7][CH:6]([O:9][C:10]2[C:21]3[C:20]4[C@@H:19]([CH2:22][C@H:23]([OH:26])[CH:24]=[CH2:25])[CH2:18][CH2:17][C:16]=4[S:15][C:14]=3[N:13]=[CH:12][N:11]=2)[CH2:5][CH2:4]1. The catalyst class is: 4. (2) Reactant: [Cl:1][C:2]1[CH:3]=[CH:4][C:5]([O:8][C@H:9]2[CH2:17][N:12]3[CH2:13][CH2:14][NH:15][CH2:16][C@@H:11]3[CH2:10]2)=[N:6][CH:7]=1.Cl[C:19]1[CH:24]=[CH:23][CH:22]=[C:21]([C:25]([F:28])([F:27])[F:26])[N:20]=1.C(=O)([O-])[O-].[Na+].[Na+]. Product: [Cl:1][C:2]1[CH:3]=[CH:4][C:5]([O:8][C@H:9]2[CH2:17][N:12]3[CH2:13][CH2:14][N:15]([C:19]4[CH:24]=[CH:23][CH:22]=[C:21]([C:25]([F:28])([F:27])[F:26])[N:20]=4)[CH2:16][C@@H:11]3[CH2:10]2)=[N:6][CH:7]=1. The catalyst class is: 16. (3) Reactant: [OH-].[K+].[C:3]1(/[C:9](/[C:19]2[CH:24]=[CH:23][C:22]([CH:25]=O)=[CH:21][CH:20]=2)=[C:10](/[C:13]2[CH:18]=[CH:17][CH:16]=[CH:15][CH:14]=2)\[CH2:11][CH3:12])[CH:8]=[CH:7][CH:6]=[CH:5][CH:4]=1.[CH3:27][C:28]#[N:29]. Product: [C:3]1([C:9]([C:19]2[CH:24]=[CH:23][C:22]([CH:25]=[CH:27][C:28]#[N:29])=[CH:21][CH:20]=2)=[C:10]([C:13]2[CH:18]=[CH:17][CH:16]=[CH:15][CH:14]=2)[CH2:11][CH3:12])[CH:8]=[CH:7][CH:6]=[CH:5][CH:4]=1. The catalyst class is: 6. (4) The catalyst class is: 4. Reactant: [C:1]([CH:3]1[CH2:8][CH2:7][N:6]([C:9](=[O:44])[C@H:10]([NH:14][C:15]([C:17]2[C:25]3[C:20](=[N:21][CH:22]=[C:23]([C:26]4[CH:31]=[C:30]([C:32]([CH3:35])([CH3:34])[CH3:33])[CH:29]=[CH:28][N:27]=4)[N:24]=3)[N:19](COCC[Si](C)(C)C)[CH:18]=2)=[O:16])[CH:11]2[CH2:13][CH2:12]2)[CH2:5][CH2:4]1)#[N:2].FC(F)(F)C(O)=O. Product: [C:1]([CH:3]1[CH2:8][CH2:7][N:6]([C:9](=[O:44])[C@H:10]([NH:14][C:15]([C:17]2[C:25]3[C:20](=[N:21][CH:22]=[C:23]([C:26]4[CH:31]=[C:30]([C:32]([CH3:34])([CH3:33])[CH3:35])[CH:29]=[CH:28][N:27]=4)[N:24]=3)[NH:19][CH:18]=2)=[O:16])[CH:11]2[CH2:12][CH2:13]2)[CH2:5][CH2:4]1)#[N:2]. (5) Reactant: [I:1][C:2]1[CH:3]=[C:4](/[CH:8]=[CH:9]/[C:10](OCC)=[O:11])[CH:5]=[CH:6][CH:7]=1.CC(C[AlH]CC(C)C)C.C(C(C(C([O-])=O)O)O)([O-])=O.[K+].[Na+].C(OCC)C. Product: [I:1][C:2]1[CH:3]=[C:4](/[CH:8]=[CH:9]/[CH2:10][OH:11])[CH:5]=[CH:6][CH:7]=1. The catalyst class is: 1.